Dataset: Full USPTO retrosynthesis dataset with 1.9M reactions from patents (1976-2016). Task: Predict the reactants needed to synthesize the given product. (1) Given the product [F:16][C:12]([F:17])([C:2]1[CH:9]=[CH:8][C:5]([C:6]#[N:7])=[CH:4][CH:3]=1)[C:11]([F:19])([F:18])[F:10], predict the reactants needed to synthesize it. The reactants are: I[C:2]1[CH:9]=[CH:8][C:5]([C:6]#[N:7])=[CH:4][CH:3]=1.[F:10][C:11]([F:19])([F:18])[C:12]([F:17])([F:16])C([O-])=O.[Na+].CN(C=O)C. (2) The reactants are: [C:1]([N:8]1[CH2:13][CH2:12][CH:11]([CH2:14][CH2:15][S:16]([C:19]2[CH:29]=[CH:28][C:22]([C:23](OCC)=[O:24])=[CH:21][CH:20]=2)(=[O:18])=[O:17])[CH2:10][CH2:9]1)([O:3][C:4]([CH3:7])([CH3:6])[CH3:5])=[O:2].[NH3:30]. Given the product [C:1]([N:8]1[CH2:13][CH2:12][CH:11]([CH2:14][CH2:15][S:16]([C:19]2[CH:29]=[CH:28][C:22]([C:23]([NH2:30])=[O:24])=[CH:21][CH:20]=2)(=[O:18])=[O:17])[CH2:10][CH2:9]1)([O:3][C:4]([CH3:7])([CH3:6])[CH3:5])=[O:2], predict the reactants needed to synthesize it. (3) Given the product [Br:1][C:2]1[CH:6]=[CH:5][N:4]([CH2:7][CH2:8][NH:9][C:10](=[O:39])[CH3:23])[N:3]=1, predict the reactants needed to synthesize it. The reactants are: [Br:1][C:2]1[CH:6]=[CH:5][N:4]([CH2:7][CH2:8][NH:9][C:10]([C:23]2C=CC=CC=2)(C2C=CC=CC=2)C2C=CC=CC=2)[N:3]=1.C([SiH](CC)CC)C.FC(F)(F)C(O)=[O:39].